Task: Binary Classification. Given a drug SMILES string, predict its activity (active/inactive) in a high-throughput screening assay against a specified biological target.. Dataset: HIV replication inhibition screening data with 41,000+ compounds from the AIDS Antiviral Screen (1) The molecule is CCC(=O)OC1CCC2C3CCC(=O)OC3C(C)(CCC(=O)O)CC12C. The result is 0 (inactive). (2) The molecule is CC(C)NC(=O)OCCS(=O)c1c(Cl)c(Cl)nn1C. The result is 0 (inactive). (3) The molecule is O=[N+]([O-])c1cc(I)cc(C=NNS(=O)(=O)c2ccc(F)cc2)c1O. The result is 0 (inactive). (4) The drug is O=c1c2ccccc2[nH]c(=S)n1-c1ccc(Cl)cc1. The result is 0 (inactive). (5) The compound is COC(=O)C(CO)NC(=O)OC(C)(C)C. The result is 0 (inactive). (6) The compound is Cn1nc(-c2ccccc2)c2c(C=Cc3ccc(Cl)cc3)onc2c1=O. The result is 0 (inactive). (7) The compound is Cc1ccc(S(=O)(=O)NN=C(c2ccccc2)c2ccsc2C)cc1. The result is 0 (inactive). (8) The molecule is CN(C)CCCn1c(-c2ccc(Br)cc2)csc1=Nc1ccccc1. The result is 0 (inactive). (9) The compound is O=C1c2ccccc2C(=O)c2c(O)ccc(O)c21. The result is 0 (inactive).